This data is from Catalyst prediction with 721,799 reactions and 888 catalyst types from USPTO. The task is: Predict which catalyst facilitates the given reaction. (1) Reactant: [Br:1][C:2]1[CH:3]=[C:4]([NH:10][C:11]2[CH:20]=[CH:19][C:18]3[CH2:17][NH:16][CH2:15][CH2:14][C:13]=3[N:12]=2)[C:5](=[O:9])[N:6]([CH3:8])[CH:7]=1.C=O.[BH-](OC(C)=O)(OC(C)=O)O[C:25](C)=O.[Na+].C(O)(=O)C.[OH-].[Na+]. Product: [Br:1][C:2]1[CH:3]=[C:4]([NH:10][C:11]2[CH:20]=[CH:19][C:18]3[CH2:17][N:16]([CH3:25])[CH2:15][CH2:14][C:13]=3[N:12]=2)[C:5](=[O:9])[N:6]([CH3:8])[CH:7]=1. The catalyst class is: 5. (2) Reactant: [CH:1]1[N:5]2[CH:6]3[C@H:11]([CH2:12][CH2:13][C:4]2=[N:3][CH:2]=1)[C@H:10]1[CH2:14][CH2:15][C@H:16]2[C@H:20]([C@@H:9]1[CH2:8][CH2:7]3)[CH2:19][CH2:18][C@H:17]2[C:21]([O:23]C)=[O:22].[OH-].[Na+]. Product: [CH:1]1[N:5]2[CH:6]3[C@H:11]([CH2:12][CH2:13][C:4]2=[N:3][CH:2]=1)[C@H:10]1[CH2:14][CH2:15][C@H:16]2[C@H:20]([C@@H:9]1[CH2:8][CH2:7]3)[CH2:19][CH2:18][C@H:17]2[C:21]([OH:23])=[O:22]. The catalyst class is: 24. (3) Reactant: C(O[C@H](CN1CCCC1)CO[C:8]1[CH:17]=[C:16]2[C:11]([C:12](=O)[NH:13][CH:14]=[N:15]2)=[CH:10][C:9]=1[O:19][CH3:20])(=O)C.S(Cl)([Cl:29])=O. Product: [Cl:29][C:12]1[C:11]2[C:16](=[CH:17][CH:8]=[C:9]([O:19][CH3:20])[CH:10]=2)[N:15]=[CH:14][N:13]=1. The catalyst class is: 3. (4) Reactant: N1([C:6](N2C=CN=C2)=[O:7])C=CN=C1.[CH:13]1([CH2:16][OH:17])[CH2:15][CH2:14]1.Cl.[F:19][C:20]1[CH:25]=[C:24]([S:26]([CH3:29])(=[O:28])=[O:27])[CH:23]=[CH:22][C:21]=1[N:30]1[C:34]2=[N:35][CH:36]=[N:37][C:38]([S:39][CH:40]3[CH2:45][CH2:44][NH:43][CH2:42][CH2:41]3)=[C:33]2[CH:32]=[N:31]1.C(N(CC)CC)C. Product: [CH:13]1([CH2:16][O:17][C:6]([N:43]2[CH2:42][CH2:41][CH:40]([S:39][C:38]3[N:37]=[CH:36][N:35]=[C:34]4[N:30]([C:21]5[CH:22]=[CH:23][C:24]([S:26]([CH3:29])(=[O:28])=[O:27])=[CH:25][C:20]=5[F:19])[N:31]=[CH:32][C:33]=34)[CH2:45][CH2:44]2)=[O:7])[CH2:15][CH2:14]1. The catalyst class is: 16.